From a dataset of Reaction yield outcomes from USPTO patents with 853,638 reactions. Predict the reaction yield, written as a fraction of the theoretical maximum amount of product (1.0 means a 100% yield; for example, 0.34 means a 34% yield). (1) The reactants are [C:1]([C:5]1[CH:10]=[CH:9][C:8]([OH:11])=[C:7]([Cl:12])[CH:6]=1)([CH3:4])([CH3:3])[CH3:2].CCN(CC)CC.Cl[C:21]([O:23][CH3:24])=[O:22]. The catalyst is ClCCl.CN(C1C=CN=CC=1)C. The product is [C:21](=[O:22])([O:23][CH3:24])[O:11][C:8]1[CH:9]=[CH:10][C:5]([C:1]([CH3:4])([CH3:2])[CH3:3])=[CH:6][C:7]=1[Cl:12]. The yield is 0.920. (2) The reactants are Br[C:2]1[CH:7]=[CH:6][C:5]([CH:8]2[CH2:10][CH2:9]2)=[CH:4][CH:3]=1.[Li]CCCC.CN([CH:19]=[O:20])C. The catalyst is C1COCC1. The product is [CH:8]1([C:5]2[CH:6]=[CH:7][C:2]([CH:19]=[O:20])=[CH:3][CH:4]=2)[CH2:10][CH2:9]1. The yield is 0.940. (3) The reactants are [O-]P([O-])([O-])=O.[K+].[K+].[K+].Br[C:10]1[CH:11]=[C:12]([N:16]2[C:20]([CH3:21])=[C:19]([C:22]([OH:24])=[O:23])[C:18]([CH3:25])=[N:17]2)[CH:13]=[CH:14][CH:15]=1.[Cl:26][C:27]1[CH:32]=[CH:31][C:30](/[CH:33]=[CH:34]/B(O)O)=[CH:29][CH:28]=1. The catalyst is C(Cl)Cl. The product is [Cl:26][C:27]1[CH:32]=[CH:31][C:30](/[CH:33]=[CH:34]/[C:10]2[CH:11]=[C:12]([N:16]3[C:20]([CH3:21])=[C:19]([C:22]([OH:24])=[O:23])[C:18]([CH3:25])=[N:17]3)[CH:13]=[CH:14][CH:15]=2)=[CH:29][CH:28]=1. The yield is 0.630. (4) The reactants are [Cl:1][C:2]1[CH:11]=[C:10]2[C:5]([C:6]([OH:12])=[CH:7][CH:8]=[N:9]2)=[CH:4][CH:3]=1.[Br:13][CH2:14][CH2:15][CH2:16][CH2:17][CH2:18]Br.Cl.C(OCC)C.C([O-])([O-])=O.[K+].[K+]. The catalyst is O.CN1C(=O)CCC1. The product is [Br:13][CH2:14][CH2:15][CH2:16][CH2:17][CH2:18][O:12][C:6]1[C:5]2[C:10](=[CH:11][C:2]([Cl:1])=[CH:3][CH:4]=2)[N:9]=[CH:8][CH:7]=1. The yield is 0.120. (5) The reactants are Br[C:2]1[CH:7]=[C:6]([N+:8]([O-:10])=[O:9])[C:5]([NH:11][C:12](=[O:14])[CH3:13])=[C:4]([O:15][CH3:16])[CH:3]=1.[NH:17]1[CH2:22][CH2:21][O:20][CH2:19][CH2:18]1.C1C=CC(P(C2C(C3C(P(C4C=CC=CC=4)C4C=CC=CC=4)=CC=C4C=3C=CC=C4)=C3C(C=CC=C3)=CC=2)C2C=CC=CC=2)=CC=1.CC([O-])(C)C.[K+]. The catalyst is O1CCOCC1. The product is [CH3:16][O:15][C:4]1[CH:3]=[C:2]([N:17]2[CH2:22][CH2:21][O:20][CH2:19][CH2:18]2)[CH:7]=[C:6]([N+:8]([O-:10])=[O:9])[C:5]=1[NH:11][C:12](=[O:14])[CH3:13]. The yield is 0.350. (6) The reactants are [NH2:1][C:2]1[CH:7]=[C:6]([C:8]2[S:12][C:11]([C:13]3[CH:14]=[C:15]4[C:19](=[CH:20][CH:21]=3)[C:18](=[O:22])[N:17]([CH3:23])[CH2:16]4)=[CH:10][CH:9]=2)[CH:5]=[CH:4][N:3]=1.[F:24][C:25]1[CH:30]=[C:29]([F:31])[CH:28]=[CH:27][C:26]=1[S:32](Cl)(=[O:34])=[O:33]. The product is [F:24][C:25]1[CH:30]=[C:29]([F:31])[CH:28]=[CH:27][C:26]=1[S:32]([NH:1][C:2]1[CH:7]=[C:6]([C:8]2[S:12][C:11]([C:13]3[CH:14]=[C:15]4[C:19](=[CH:20][CH:21]=3)[C:18](=[O:22])[N:17]([CH3:23])[CH2:16]4)=[CH:10][CH:9]=2)[CH:5]=[CH:4][N:3]=1)(=[O:34])=[O:33]. The catalyst is C(Cl)Cl.CO. The yield is 0.260. (7) The reactants are C[O:2][C:3](=[O:22])[CH:4]([O:11][C:12]([NH:14][C:15]1[CH:20]=[CH:19][C:18]([Cl:21])=[CH:17][CH:16]=1)=[O:13])[C:5]1[CH:10]=[CH:9][CH:8]=[CH:7][CH:6]=1.[OH-].[Na+]. The catalyst is CO.C1COCC1. The product is [Cl:21][C:18]1[CH:19]=[CH:20][C:15]([NH:14][C:12]([O:11][CH:4]([C:5]2[CH:6]=[CH:7][CH:8]=[CH:9][CH:10]=2)[C:3]([OH:22])=[O:2])=[O:13])=[CH:16][CH:17]=1. The yield is 0.890. (8) The reactants are Br.[CH2:2]([C:4]1[N:5]=[C:6]([C@@H:9]([NH2:20])[CH2:10][C:11]2[CH:16]=[CH:15][C:14]([N+:17]([O-:19])=[O:18])=[CH:13][CH:12]=2)[S:7][CH:8]=1)[CH3:3].[C:21]1([C:27]([C:32]2[CH:37]=[CH:36][CH:35]=[CH:34][CH:33]=2)(C)[C:28]([OH:30])=O)[CH:26]=[CH:25][CH:24]=[CH:23][CH:22]=1.ON1C2C=CC=C[C:42]=2N=N1.CN(C)CCCN=C=NCC.C(N(CC)CC)C. The catalyst is CN(C=O)C.O. The product is [CH2:2]([C:4]1[N:5]=[C:6]([CH:9]([NH:20][C:28](=[O:30])[C@H:27]([C:32]2[CH:33]=[CH:34][CH:35]=[CH:36][CH:37]=2)[CH2:21][C:26]2[CH:42]=[CH:22][CH:23]=[CH:24][CH:25]=2)[CH2:10][C:11]2[CH:16]=[CH:15][C:14]([N+:17]([O-:19])=[O:18])=[CH:13][CH:12]=2)[S:7][CH:8]=1)[CH3:3]. The yield is 0.700. (9) The reactants are [Cl:1][C:2]1[CH:8]=[C:7]([O:9][C:10]2[C:19]3[C:14](=[CH:15][C:16]([O:22][CH3:23])=[C:17]([O:20][CH3:21])[CH:18]=3)[N:13]=[CH:12][N:11]=2)[CH:6]=[CH:5][C:3]=1[NH2:4].C1(C)C=CC=CC=1.C(N(CC)CC)C.Cl[C:39](Cl)([O:41]C(=O)OC(Cl)(Cl)Cl)Cl.[F:50][C:51]1[CH:59]=[C:58]([F:60])[C:57]([F:61])=[CH:56][C:52]=1[CH:53]([OH:55])[CH3:54]. The catalyst is C(Cl)Cl. The product is [Cl:1][C:2]1[CH:8]=[C:7]([O:9][C:10]2[C:19]3[C:14](=[CH:15][C:16]([O:22][CH3:23])=[C:17]([O:20][CH3:21])[CH:18]=3)[N:13]=[CH:12][N:11]=2)[CH:6]=[CH:5][C:3]=1[NH:4][C:39](=[O:41])[O:55][CH:53]([C:52]1[CH:56]=[C:57]([F:61])[C:58]([F:60])=[CH:59][C:51]=1[F:50])[CH3:54]. The yield is 0.350. (10) The reactants are [CH3:1][N:2]1[CH2:7][CH2:6][N:5]([CH2:8][CH2:9][N:10]([C:15]2[CH:16]=[C:17]([CH:22]=[CH:23][C:24]=2[C:25]([F:28])([F:27])[F:26])[C:18]([O:20]C)=[O:19])[S:11]([CH3:14])(=[O:13])=[O:12])[CH2:4][CH2:3]1.[ClH:29]. The catalyst is O1CCOCC1. The product is [ClH:29].[CH3:1][N:2]1[CH2:7][CH2:6][N:5]([CH2:8][CH2:9][N:10]([C:15]2[CH:16]=[C:17]([CH:22]=[CH:23][C:24]=2[C:25]([F:28])([F:26])[F:27])[C:18]([OH:20])=[O:19])[S:11]([CH3:14])(=[O:13])=[O:12])[CH2:4][CH2:3]1. The yield is 0.920.